This data is from Forward reaction prediction with 1.9M reactions from USPTO patents (1976-2016). The task is: Predict the product of the given reaction. Given the reactants [F:1][C:2]1[CH:3]=[C:4]([C:9]2[CH:17]=[CH:16][C:12]([C:13]([OH:15])=O)=[CH:11][N:10]=2)[CH:5]=[C:6]([F:8])[CH:7]=1.C1C=CC2N(O)N=NC=2C=1.[NH2:28][CH:29]1[CH2:34][CH2:33][N:32]([C:35]([O:37][CH2:38][CH3:39])=[O:36])[CH2:31][CH2:30]1.C(O)C(N)(CO)CO, predict the reaction product. The product is: [F:8][C:6]1[CH:5]=[C:4]([C:9]2[N:10]=[CH:11][C:12]([C:13]([NH:28][CH:29]3[CH2:30][CH2:31][N:32]([C:35]([O:37][CH2:38][CH3:39])=[O:36])[CH2:33][CH2:34]3)=[O:15])=[CH:16][CH:17]=2)[CH:3]=[C:2]([F:1])[CH:7]=1.